Dataset: NCI-60 drug combinations with 297,098 pairs across 59 cell lines. Task: Regression. Given two drug SMILES strings and cell line genomic features, predict the synergy score measuring deviation from expected non-interaction effect. (1) Drug 1: CC1=CC2C(CCC3(C2CCC3(C(=O)C)OC(=O)C)C)C4(C1=CC(=O)CC4)C. Drug 2: CCC1(C2=C(COC1=O)C(=O)N3CC4=CC5=C(C=CC(=C5CN(C)C)O)N=C4C3=C2)O.Cl. Cell line: SK-MEL-5. Synergy scores: CSS=16.9, Synergy_ZIP=-0.985, Synergy_Bliss=4.44, Synergy_Loewe=-29.2, Synergy_HSA=-4.63. (2) Drug 1: CS(=O)(=O)C1=CC(=C(C=C1)C(=O)NC2=CC(=C(C=C2)Cl)C3=CC=CC=N3)Cl. Drug 2: C1CC(=O)NC(=O)C1N2C(=O)C3=CC=CC=C3C2=O. Cell line: KM12. Synergy scores: CSS=23.3, Synergy_ZIP=12.8, Synergy_Bliss=15.2, Synergy_Loewe=-1.99, Synergy_HSA=8.30. (3) Drug 1: C1=CC(=CC=C1CCC2=CNC3=C2C(=O)NC(=N3)N)C(=O)NC(CCC(=O)O)C(=O)O. Drug 2: CC1=C2C(C(=O)C3(C(CC4C(C3C(C(C2(C)C)(CC1OC(=O)C(C(C5=CC=CC=C5)NC(=O)OC(C)(C)C)O)O)OC(=O)C6=CC=CC=C6)(CO4)OC(=O)C)O)C)O. Cell line: UO-31. Synergy scores: CSS=15.8, Synergy_ZIP=-12.3, Synergy_Bliss=-9.47, Synergy_Loewe=-7.26, Synergy_HSA=-7.01. (4) Drug 1: C1C(C(OC1N2C=NC3=C(N=C(N=C32)Cl)N)CO)O. Drug 2: CN1C2=C(C=C(C=C2)N(CCCl)CCCl)N=C1CCCC(=O)O.Cl. Cell line: A498. Synergy scores: CSS=19.5, Synergy_ZIP=-5.62, Synergy_Bliss=2.56, Synergy_Loewe=-14.5, Synergy_HSA=-0.334. (5) Cell line: UACC62. Drug 1: C1=NC(=NC(=O)N1C2C(C(C(O2)CO)O)O)N. Drug 2: C#CCC(CC1=CN=C2C(=N1)C(=NC(=N2)N)N)C3=CC=C(C=C3)C(=O)NC(CCC(=O)O)C(=O)O. Synergy scores: CSS=54.1, Synergy_ZIP=5.94, Synergy_Bliss=2.58, Synergy_Loewe=-23.5, Synergy_HSA=1.12. (6) Drug 1: C1=CC(=CC=C1C#N)C(C2=CC=C(C=C2)C#N)N3C=NC=N3. Drug 2: CC(C)CN1C=NC2=C1C3=CC=CC=C3N=C2N. Cell line: IGROV1. Synergy scores: CSS=-2.83, Synergy_ZIP=0.285, Synergy_Bliss=-1.70, Synergy_Loewe=-2.11, Synergy_HSA=-2.43. (7) Drug 1: C1CC(=O)NC(=O)C1N2CC3=C(C2=O)C=CC=C3N. Drug 2: C1C(C(OC1N2C=C(C(=O)NC2=O)F)CO)O. Cell line: M14. Synergy scores: CSS=13.8, Synergy_ZIP=-10.1, Synergy_Bliss=-3.61, Synergy_Loewe=-19.5, Synergy_HSA=-3.18. (8) Drug 1: CC1OCC2C(O1)C(C(C(O2)OC3C4COC(=O)C4C(C5=CC6=C(C=C35)OCO6)C7=CC(=C(C(=C7)OC)O)OC)O)O. Drug 2: C1C(C(OC1N2C=NC3=C2NC=NCC3O)CO)O. Cell line: OVCAR-5. Synergy scores: CSS=15.3, Synergy_ZIP=-4.34, Synergy_Bliss=-2.76, Synergy_Loewe=-7.31, Synergy_HSA=-1.61. (9) Drug 1: C1=NC2=C(N1)C(=S)N=C(N2)N. Drug 2: C1=NC2=C(N=C(N=C2N1C3C(C(C(O3)CO)O)F)Cl)N. Cell line: TK-10. Synergy scores: CSS=22.0, Synergy_ZIP=-15.7, Synergy_Bliss=-8.08, Synergy_Loewe=-5.52, Synergy_HSA=-3.50.